This data is from Forward reaction prediction with 1.9M reactions from USPTO patents (1976-2016). The task is: Predict the product of the given reaction. (1) Given the reactants CC1(C)C(C)(C)OB([C:9]2[CH2:14][CH2:13][N:12]([C:15]([O:17][C:18]([CH3:21])([CH3:20])[CH3:19])=[O:16])[CH2:11][CH:10]=2)O1.Br[C:24]1[CH:32]=[CH:31][C:30]2[N:29]3[C:33](=[O:41])[O:34][C@@H:35]([CH2:36][NH:37][C:38](=[O:40])[CH3:39])[C@@H:28]3[CH2:27][C:26]=2[CH:25]=1.C([O-])([O-])=O.[Na+].[Na+], predict the reaction product. The product is: [C:38]([NH:37][CH2:36][C@H:35]1[C@@H:28]2[CH2:27][C:26]3[CH:25]=[C:24]([C:9]4[CH2:14][CH2:13][N:12]([C:15]([O:17][C:18]([CH3:19])([CH3:20])[CH3:21])=[O:16])[CH2:11][CH:10]=4)[CH:32]=[CH:31][C:30]=3[N:29]2[C:33](=[O:41])[O:34]1)(=[O:40])[CH3:39]. (2) The product is: [F:29][C:28]([F:31])([F:30])[S:25]([O:8][C:3]1[C:2]([CH3:9])([CH3:1])[CH2:7][CH2:6][CH2:5][CH:4]=1)(=[O:27])=[O:26]. Given the reactants [CH3:1][C:2]1([CH3:9])[CH2:7][CH2:6][CH2:5][CH2:4][C:3]1=[O:8].[Li+].CC([N-]C(C)C)C.C1C=CC(N([S:25]([C:28]([F:31])([F:30])[F:29])(=[O:27])=[O:26])[S:25]([C:28]([F:31])([F:30])[F:29])(=[O:27])=[O:26])=CC=1, predict the reaction product. (3) Given the reactants [CH3:1][O:2][C:3]1[CH:22]=[C:21]([C:23]([O:25]C)=[O:24])[CH:20]=[CH:19][C:4]=1[NH:5][CH:6]1[CH2:11][CH2:10][N:9]([C:12]([O:14][C:15]([CH3:18])([CH3:17])[CH3:16])=[O:13])[CH2:8][CH2:7]1, predict the reaction product. The product is: [CH3:1][O:2][C:3]1[CH:22]=[C:21]([CH:20]=[CH:19][C:4]=1[NH:5][CH:6]1[CH2:11][CH2:10][N:9]([C:12]([O:14][C:15]([CH3:18])([CH3:17])[CH3:16])=[O:13])[CH2:8][CH2:7]1)[C:23]([OH:25])=[O:24]. (4) Given the reactants [C:1]([C:5]1[CH:10]=[CH:9][C:8]([S:11]([NH:14][C:15]2[CH:20]=[CH:19][C:18]([Cl:21])=[CH:17][C:16]=2I)(=[O:13])=[O:12])=[CH:7][CH:6]=1)([CH3:4])([CH3:3])[CH3:2].[NH:23]1[C:27]2[CH:28]=[CH:29][CH:30]=[N:31][C:26]=2[N:25]=[N:24]1.C([O-])([O-])=O.[Cs+].[Cs+].CN[C@@H]1CCCC[C@H]1NC, predict the reaction product. The product is: [C:1]([C:5]1[CH:10]=[CH:9][C:8]([S:11]([NH:14][C:15]2[CH:20]=[CH:19][C:18]([Cl:21])=[CH:17][C:16]=2[N:23]2[C:27]3[C:26](=[N:31][CH:30]=[CH:29][CH:28]=3)[N:25]=[N:24]2)(=[O:13])=[O:12])=[CH:7][CH:6]=1)([CH3:4])([CH3:3])[CH3:2]. (5) Given the reactants Br.[NH2:2][CH2:3][CH2:4][C:5]1([NH2:8])[CH2:7][CH2:6]1.C[O-].[Na+].[N:12]#[C:13][Br:14], predict the reaction product. The product is: [BrH:14].[CH2:7]1[C:5]2([CH2:4][CH2:3][N:2]=[C:13]([NH2:12])[NH:8]2)[CH2:6]1. (6) Given the reactants [NH2:1][C:2]1[CH:7]=[C:6]([O:8][C:9]2[CH:14]=[CH:13][C:12]([NH:15][C:16]([C:18]3[C:22](=[O:23])[N:21]([C:24]4[CH:29]=[CH:28][CH:27]=[CH:26][CH:25]=4)[N:20]4[CH2:30][CH2:31][CH2:32][C:19]=34)=[O:17])=[CH:11][C:10]=2[F:33])[CH:5]=[CH:4][N:3]=1.CCN(CC)CC.[C:41](OC(=O)C)(=[O:43])[CH3:42], predict the reaction product. The product is: [C:41]([NH:1][C:2]1[CH:7]=[C:6]([O:8][C:9]2[CH:14]=[CH:13][C:12]([NH:15][C:16]([C:18]3[C:22](=[O:23])[N:21]([C:24]4[CH:29]=[CH:28][CH:27]=[CH:26][CH:25]=4)[N:20]4[CH2:30][CH2:31][CH2:32][C:19]=34)=[O:17])=[CH:11][C:10]=2[F:33])[CH:5]=[CH:4][N:3]=1)(=[O:43])[CH3:42]. (7) Given the reactants [CH:1]1([CH2:4][O:5][C:6]2[N:11]=[N:10][C:9]([NH2:12])=[CH:8][CH:7]=2)[CH2:3]C1.Br[CH2:14][C:15]([C:17]1[CH:22]=[CH:21][C:20]([O:23][CH2:24][CH3:25])=[CH:19][CH:18]=1)=O.[C:26](=O)([O-])O.[Na+], predict the reaction product. The product is: [CH2:24]([O:23][C:20]1[CH:21]=[CH:22][C:17]([C:15]2[CH2:14][N:10]3[N:11]([CH3:26])[C:6]([O:5][CH2:4][CH2:1][CH3:3])=[CH:7][CH:8]=[C:9]3[N:12]=2)=[CH:18][CH:19]=1)[CH3:25]. (8) Given the reactants C[O:2][C:3](=[O:33])[C:4]1[CH:9]=[CH:8][C:7]([CH2:10][N:11]2[CH2:16][CH2:15][CH2:14][C:13]([C:25]3[CH:30]=[CH:29][C:28]([O:31][CH3:32])=[CH:27][CH:26]=3)([C:17]3[CH:22]=[CH:21][C:20]([O:23][CH3:24])=[CH:19][CH:18]=3)[CH2:12]2)=[CH:6][CH:5]=1.[Li+:34].[OH-], predict the reaction product. The product is: [CH3:24][O:23][C:20]1[CH:19]=[CH:18][C:17]([C:13]2([C:25]3[CH:26]=[CH:27][C:28]([O:31][CH3:32])=[CH:29][CH:30]=3)[CH2:14][CH2:15][CH2:16][N:11]([CH2:10][C:7]3[CH:8]=[CH:9][C:4]([C:3]([O-:33])=[O:2])=[CH:5][CH:6]=3)[CH2:12]2)=[CH:22][CH:21]=1.[Li+:34]. (9) Given the reactants [CH:1]1[CH:2]=[CH:3][C:4]2[NH:9][CH:8]=[C:7]([CH2:10][CH2:11][OH:12])[C:5]=2[CH:6]=1.[C:13]([CH2:17][C:18]([O:20][CH2:21][CH3:22])=[O:19])(=O)[CH2:14][CH3:15].O.C1(C)C=CC(S(O)(=O)=O)=CC=1, predict the reaction product. The product is: [CH2:21]([O:20][C:18](=[O:19])[CH2:17][C:13]1([CH2:14][CH3:15])[C:8]2[NH:9][C:4]3[C:5]([C:7]=2[CH2:10][CH2:11][O:12]1)=[CH:6][CH:1]=[CH:2][CH:3]=3)[CH3:22]. (10) Given the reactants Cl[C:2]1[N:10]=[C:9]2[C:5]([N:6]=[CH:7][N:8]2[CH:11]2[CH2:16][CH2:15][CH2:14][CH2:13][O:12]2)=[C:4]([NH2:17])[N:3]=1.[CH:18]1([CH2:21][CH2:22][NH2:23])[CH2:20][CH2:19]1, predict the reaction product. The product is: [CH:18]1([CH2:21][CH2:22][NH:23][C:2]2[N:10]=[C:9]3[C:5]([N:6]=[CH:7][N:8]3[CH:11]3[CH2:16][CH2:15][CH2:14][CH2:13][O:12]3)=[C:4]([NH2:17])[N:3]=2)[CH2:20][CH2:19]1.